This data is from Full USPTO retrosynthesis dataset with 1.9M reactions from patents (1976-2016). The task is: Predict the reactants needed to synthesize the given product. (1) Given the product [Br:20][CH2:1][C:2]1[CH:3]=[C:4]([O:16][C:17](=[O:19])[CH3:18])[C:5]([C:6]([O:8][CH3:9])=[O:7])=[C:10]([O:12][C:13](=[O:15])[CH3:14])[CH:11]=1, predict the reactants needed to synthesize it. The reactants are: [CH3:1][C:2]1[CH:11]=[C:10]([O:12][C:13](=[O:15])[CH3:14])[C:5]([C:6]([O:8][CH3:9])=[O:7])=[C:4]([O:16][C:17](=[O:19])[CH3:18])[CH:3]=1.[Br:20]N1C(=O)CCC1=O. (2) Given the product [CH3:1][C:2]1[O:6][C:5]([C:7]([NH:9][C:10]([C:13]2[N:19]([CH3:20])[C:17](=[O:18])[C:16]([OH:21])=[C:15]([C:22]([NH:24][CH2:25][C:26]3[CH:27]=[CH:28][C:29]([F:32])=[CH:30][CH:31]=3)=[O:23])[N:14]=2)([CH3:12])[CH3:11])=[O:8])=[N:4][N:3]=1.[Ca:34], predict the reactants needed to synthesize it. The reactants are: [CH3:1][C:2]1[O:6][C:5]([C:7]([NH:9][C:10]([C:13]2[N:19]([CH3:20])[C:17](=[O:18])[C:16]([OH:21])=[C:15]([C:22]([NH:24][CH2:25][C:26]3[CH:27]=[CH:28][C:29]([F:32])=[CH:30][CH:31]=3)=[O:23])[N:14]=2)([CH3:12])[CH3:11])=[O:8])=[N:4][N:3]=1.[OH-].[Ca+2:34].[OH-]. (3) Given the product [Br:1][C:2]1[CH:3]=[C:4]2[C:9](=[N:10][C:11]=1[OH:12])[N:8]([C@@H:14]([CH:24]([CH3:26])[CH3:25])[CH2:15][O:16][Si:17]([C:20]([CH3:23])([CH3:22])[CH3:21])([CH3:18])[CH3:19])[CH:7]=[C:6]([C:27]([O:29][CH2:30][CH3:31])=[O:28])[C:5]2=[O:32], predict the reactants needed to synthesize it. The reactants are: [Br:1][C:2]1[CH:3]=[C:4]2[C:9](=[N:10][C:11]=1[O:12]C)[N:8]([C@@H:14]([CH:24]([CH3:26])[CH3:25])[CH2:15][O:16][Si:17]([C:20]([CH3:23])([CH3:22])[CH3:21])([CH3:19])[CH3:18])[CH:7]=[C:6]([C:27]([O:29][CH2:30][CH3:31])=[O:28])[C:5]2=[O:32].N1CCOCC1.C(=O)([O-])[O-].[K+].[K+].Cl. (4) Given the product [Br:1][C:2]1[CH:7]=[CH:6][C:5]([CH2:8][NH:13][CH:10]([CH3:12])[CH3:11])=[CH:4][CH:3]=1, predict the reactants needed to synthesize it. The reactants are: [Br:1][C:2]1[CH:7]=[CH:6][C:5]([CH2:8]Br)=[CH:4][CH:3]=1.[CH:10]([NH2:13])([CH3:12])[CH3:11].C(=O)([O-])[O-].[K+].[K+]. (5) Given the product [Cl:1][C:2]1[N:7]=[C:6]([NH:8][NH:9][C:10](=[O:29])[C@H:11]([CH2:23][CH:24]2[CH2:25][CH2:26][CH2:27][CH2:28]2)[CH2:12][N:13]([OH:16])[CH:14]=[O:15])[C:5]([F:30])=[C:4]([N:31]2[CH2:35][CH:34]([N:36]([CH3:38])[CH3:37])[C:33]([CH3:40])([CH3:39])[CH2:32]2)[N:3]=1, predict the reactants needed to synthesize it. The reactants are: [Cl:1][C:2]1[N:7]=[C:6]([NH:8][NH:9][C:10](=[O:29])[C@H:11]([CH2:23][CH:24]2[CH2:28][CH2:27][CH2:26][CH2:25]2)[CH2:12][N:13]([O:16]C2CCCCO2)[CH:14]=[O:15])[C:5]([F:30])=[C:4]([N:31]2[CH2:35][CH:34]([N:36]([CH3:38])[CH3:37])[C:33]([CH3:40])([CH3:39])[CH2:32]2)[N:3]=1. (6) Given the product [C:1]([N:5]1[C:9]([C:10]2[S:11][CH:12]=[CH:13][CH:14]=2)=[CH:8][C:7]([CH2:15][CH2:16][CH2:17][N:30]2[CH2:29][CH2:28][N:27]([C:22]3[CH:23]=[CH:24][C:25]([Cl:26])=[C:20]([Cl:19])[CH:21]=3)[CH2:32][CH2:31]2)=[N:6]1)([CH3:4])([CH3:3])[CH3:2], predict the reactants needed to synthesize it. The reactants are: [C:1]([N:5]1[C:9]([C:10]2[S:11][CH:12]=[CH:13][CH:14]=2)=[CH:8][C:7]([CH2:15][CH2:16][CH:17]=O)=[N:6]1)([CH3:4])([CH3:3])[CH3:2].[Cl:19][C:20]1[CH:21]=[C:22]([N:27]2[CH2:32][CH2:31][NH:30][CH2:29][CH2:28]2)[CH:23]=[CH:24][C:25]=1[Cl:26].CCN(C(C)C)C(C)C.[BH-](OC(C)=O)(OC(C)=O)OC(C)=O.[Na+]. (7) Given the product [F:1][C:2]1[C:3]([C:22]([NH:25][CH2:26][C:27]2([C:40]3[CH:41]=[CH:42][C:43]([F:46])=[CH:44][CH:45]=3)[CH2:28][CH2:29][N:30]([C:33]([O:35][C:36]([CH3:39])([CH3:38])[CH3:37])=[O:34])[CH2:31][CH2:32]2)=[O:24])=[N:4][CH:5]=[CH:6][C:7]=1[S:8][C:9]1[S:13][C:12]([NH:14][C:15]2[CH:20]=[C:19]([CH3:21])[CH:18]=[CH:17][N:16]=2)=[N:11][CH:10]=1, predict the reactants needed to synthesize it. The reactants are: [F:1][C:2]1[C:3]([C:22]([OH:24])=O)=[N:4][CH:5]=[CH:6][C:7]=1[S:8][C:9]1[S:13][C:12]([NH:14][C:15]2[CH:20]=[C:19]([CH3:21])[CH:18]=[CH:17][N:16]=2)=[N:11][CH:10]=1.[NH2:25][CH2:26][C:27]1([C:40]2[CH:45]=[CH:44][C:43]([F:46])=[CH:42][CH:41]=2)[CH2:32][CH2:31][N:30]([C:33]([O:35][C:36]([CH3:39])([CH3:38])[CH3:37])=[O:34])[CH2:29][CH2:28]1. (8) Given the product [F:33][C:30]1[CH:31]=[CH:32][C:27]([C:21]2[CH:20]=[C:19]([CH2:18][C:42]3[CH:43]=[N:44][C:45]([CH2:48][C:49]#[N:50])=[N:46][CH:47]=3)[CH:24]=[N:23][C:22]=2[O:25][CH3:26])=[CH:28][CH:29]=1, predict the reactants needed to synthesize it. The reactants are: BrC1C=C(C2C=CC=C(Cl)C=2)C(OC)=NC=1.Cl[CH2:18][C:19]1[CH:20]=[C:21]([C:27]2[CH:32]=[CH:31][C:30]([F:33])=[CH:29][CH:28]=2)[C:22]([O:25][CH3:26])=[N:23][CH:24]=1.CC1(C)C(C)(C)OB([C:42]2[CH:43]=[N:44][C:45]([CH2:48][C:49]#[N:50])=[N:46][CH:47]=2)O1. (9) Given the product [CH2:5]([O:7][C:8]([C:9]1[CH:10]=[C:11]([C:13]2[CH:18]=[CH:17][C:16]([O:19][CH2:20][C:21]3[CH:26]=[CH:25][CH:24]=[CH:23][CH:22]=3)=[CH:15][N:14]=2)[N:29]([C:31]2[CH:32]=[N:33][CH:34]=[CH:35][CH:36]=2)[N:30]=1)=[O:28])[CH3:6], predict the reactants needed to synthesize it. The reactants are: C(O)(=O)C.[CH2:5]([O:7][C:8](=[O:28])[C:9](=O)[CH2:10][C:11]([C:13]1[CH:18]=[CH:17][C:16]([O:19][CH2:20][C:21]2[CH:26]=[CH:25][CH:24]=[CH:23][CH:22]=2)=[CH:15][N:14]=1)=O)[CH3:6].[NH:29]([C:31]1[CH:32]=[N:33][CH:34]=[CH:35][CH:36]=1)[NH2:30]. (10) Given the product [F:1][C:2]1[CH:7]=[C:6]([N:29]2[CH2:32][CH2:31][C:30]2=[O:33])[CH:5]=[CH:4][C:3]=1[N:9]1[CH:14]=[C:13]([O:15][CH3:16])[C:12](=[O:17])[C:11]([C:18]2[N:22]([C:23]3[CH:28]=[CH:27][CH:26]=[CH:25][CH:24]=3)[N:21]=[CH:20][CH:19]=2)=[N:10]1, predict the reactants needed to synthesize it. The reactants are: [F:1][C:2]1[CH:7]=[C:6](I)[CH:5]=[CH:4][C:3]=1[N:9]1[CH:14]=[C:13]([O:15][CH3:16])[C:12](=[O:17])[C:11]([C:18]2[N:22]([C:23]3[CH:28]=[CH:27][CH:26]=[CH:25][CH:24]=3)[N:21]=[CH:20][CH:19]=2)=[N:10]1.[NH:29]1[CH2:32][CH2:31][C:30]1=[O:33].[O-]P([O-])([O-])=O.[K+].[K+].[K+].N[C@@H]1CCCC[C@H]1N.